Dataset: CYP3A4 inhibition data for predicting drug metabolism from PubChem BioAssay. Task: Regression/Classification. Given a drug SMILES string, predict its absorption, distribution, metabolism, or excretion properties. Task type varies by dataset: regression for continuous measurements (e.g., permeability, clearance, half-life) or binary classification for categorical outcomes (e.g., BBB penetration, CYP inhibition). Dataset: cyp3a4_veith. The drug is Cl.Fc1ccc(COc2ccc(Br)cc2CNCc2ccncc2)cc1. The result is 1 (inhibitor).